Task: Predict the product of the given reaction.. Dataset: Forward reaction prediction with 1.9M reactions from USPTO patents (1976-2016) (1) Given the reactants CN(C)C=O.Br[C:7]1[CH:12]=[CH:11][C:10]([C@@H:13]([N:15]2[CH2:20][CH2:19][C@:18]([CH2:27][C:28]([OH:31])([CH3:30])[CH3:29])([C:21]3[CH:26]=[CH:25][CH:24]=[CH:23][CH:22]=3)[O:17][C:16]2=[O:32])[CH3:14])=[CH:9][CH:8]=1.[C:33]([O:37][C:38]([N:40]1[CH2:45][CH:44]=[C:43](B2OC(C)(C)C(C)(C)O2)[CH2:42][CH2:41]1)=[O:39])([CH3:36])([CH3:35])[CH3:34].C([O-])([O-])=O.[K+].[K+], predict the reaction product. The product is: [C:33]([O:37][C:38]([N:40]1[CH2:41][CH:42]=[C:43]([C:7]2[CH:12]=[CH:11][C:10]([C@@H:13]([N:15]3[CH2:20][CH2:19][C@:18]([CH2:27][C:28]([OH:31])([CH3:29])[CH3:30])([C:21]4[CH:26]=[CH:25][CH:24]=[CH:23][CH:22]=4)[O:17][C:16]3=[O:32])[CH3:14])=[CH:9][CH:8]=2)[CH2:44][CH2:45]1)=[O:39])([CH3:36])([CH3:34])[CH3:35]. (2) Given the reactants Cl[C:2]1[CH:11]=[C:10]([C:12]#[N:13])[C:5]([C:6]([O:8][CH3:9])=[O:7])=[C:4]([NH:14][C:15]2[CH:16]=[C:17]([CH3:21])[CH:18]=[CH:19][CH:20]=2)[N:3]=1.[NH2:22][C@@H:23]1[CH2:28][CH2:27][CH2:26][CH2:25][C@@H:24]1[NH:29][C:30](=[O:36])[O:31][C:32]([CH3:35])([CH3:34])[CH3:33].CCN(CC)CC.O, predict the reaction product. The product is: [C:32]([O:31][C:30]([NH:29][C@H:24]1[CH2:25][CH2:26][CH2:27][CH2:28][C@H:23]1[NH:22][C:2]1[CH:11]=[C:10]([C:12]#[N:13])[C:5]([C:6]([O:8][CH3:9])=[O:7])=[C:4]([NH:14][C:15]2[CH:16]=[C:17]([CH3:21])[CH:18]=[CH:19][CH:20]=2)[N:3]=1)=[O:36])([CH3:35])([CH3:33])[CH3:34].